Dataset: Ames mutagenicity test results for genotoxicity prediction. Task: Regression/Classification. Given a drug SMILES string, predict its toxicity properties. Task type varies by dataset: regression for continuous values (e.g., LD50, hERG inhibition percentage) or binary classification for toxic/non-toxic outcomes (e.g., AMES mutagenicity, cardiotoxicity, hepatotoxicity). Dataset: ames. The molecule is O=C(O)c1ccc(S(=O)(=O)N(Cl)Cl)cc1. The result is 1 (mutagenic).